From a dataset of Forward reaction prediction with 1.9M reactions from USPTO patents (1976-2016). Predict the product of the given reaction. Given the reactants Cl[C:2]1[N:7]=[CH:6][N:5]=[C:4]([NH:8][C:9]2[CH:14]=[CH:13][CH:12]=[C:11]([CH2:15][S:16]([CH3:19])(=[O:18])=[O:17])[CH:10]=2)[N:3]=1.[CH2:20]([O:27][C:28]1[CH:33]=[C:32]([F:34])[CH:31]=[CH:30][C:29]=1B(O)O)[C:21]1[CH:26]=[CH:25][CH:24]=[CH:23][CH:22]=1, predict the reaction product. The product is: [CH2:20]([O:27][C:28]1[CH:33]=[C:32]([F:34])[CH:31]=[CH:30][C:29]=1[C:2]1[N:7]=[CH:6][N:5]=[C:4]([NH:8][C:9]2[CH:14]=[CH:13][CH:12]=[C:11]([CH2:15][S:16]([CH3:19])(=[O:18])=[O:17])[CH:10]=2)[N:3]=1)[C:21]1[CH:22]=[CH:23][CH:24]=[CH:25][CH:26]=1.